Dataset: Reaction yield outcomes from USPTO patents with 853,638 reactions. Task: Predict the reaction yield, written as a fraction of the theoretical maximum amount of product (1.0 means a 100% yield; for example, 0.34 means a 34% yield). The reactants are [CH3:1][N:2]([CH3:34])[CH2:3][CH2:4][CH2:5][C:6]1[CH:7]=[C:8]([NH:13][C:14]2[N:15]=[CH:16][C:17]3[CH2:18][C:19](=O)[NH:20][C:21]4[CH:28]=[C:27]([C:29]([F:32])([F:31])[F:30])[CH:26]=[CH:25][C:22]=4[C:23]=3[N:24]=2)[C:9]([CH3:12])=[N:10][CH:11]=1.P12(SP3(SP(SP(S3)(S1)=S)(=S)S2)=S)=[S:36].N1C=CC=CC=1.C(=O)([O-])[O-].[Na+].[Na+]. The catalyst is O. The product is [CH3:1][N:2]([CH3:34])[CH2:3][CH2:4][CH2:5][C:6]1[CH:7]=[C:8]([NH:13][C:14]2[N:15]=[CH:16][C:17]3[CH2:18][C:19](=[S:36])[NH:20][C:21]4[CH:28]=[C:27]([C:29]([F:32])([F:31])[F:30])[CH:26]=[CH:25][C:22]=4[C:23]=3[N:24]=2)[C:9]([CH3:12])=[N:10][CH:11]=1. The yield is 0.770.